The task is: Regression. Given two drug SMILES strings and cell line genomic features, predict the synergy score measuring deviation from expected non-interaction effect.. This data is from NCI-60 drug combinations with 297,098 pairs across 59 cell lines. (1) Synergy scores: CSS=7.68, Synergy_ZIP=-2.83, Synergy_Bliss=2.69, Synergy_Loewe=0.320, Synergy_HSA=0.874. Drug 1: C1CC(C1)(C(=O)O)C(=O)O.[NH2-].[NH2-].[Pt+2]. Cell line: SF-539. Drug 2: CC1CCC2CC(C(=CC=CC=CC(CC(C(=O)C(C(C(=CC(C(=O)CC(OC(=O)C3CCCCN3C(=O)C(=O)C1(O2)O)C(C)CC4CCC(C(C4)OC)O)C)C)O)OC)C)C)C)OC. (2) Cell line: A549. Drug 2: CN(C)C1=NC(=NC(=N1)N(C)C)N(C)C. Drug 1: C1=CC(=C2C(=C1NCCNCCO)C(=O)C3=C(C=CC(=C3C2=O)O)O)NCCNCCO. Synergy scores: CSS=48.8, Synergy_ZIP=4.70, Synergy_Bliss=3.83, Synergy_Loewe=-32.7, Synergy_HSA=1.65.